From a dataset of Full USPTO retrosynthesis dataset with 1.9M reactions from patents (1976-2016). Predict the reactants needed to synthesize the given product. (1) The reactants are: [OH-].[K+].[OH:3][CH2:4][CH2:5][CH2:6][OH:7].S(O[CH:19]([CH2:21][O:22][C:23]([CH3:26])([CH3:25])[CH3:24])[CH3:20])(C1C=CC(C)=CC=1)(=O)=O.Cl. Given the product [OH:3][CH2:4][CH2:5][CH2:6][O:7][CH:19]([CH2:21][O:22][C:23]([CH3:26])([CH3:25])[CH3:24])[CH3:20], predict the reactants needed to synthesize it. (2) Given the product [OH:2][CH2:3][C:5]1[CH:10]=[CH:9][C:8]([C:11]2[C:12]3[NH:16][C:15]([C:17]([C:54]4[C:59]([CH3:60])=[CH:58][C:57]([CH3:61])=[CH:56][C:55]=4[CH3:62])=[C:18]4[N:53]=[C:21]([C:22]([C:43]5[CH:48]=[CH:47][C:46]([CH2:49][OH:50])=[CH:45][CH:44]=5)=[C:23]5[NH:42][C:26](=[C:27]([C:33]6[C:34]([CH3:41])=[CH:35][C:36]([CH3:40])=[CH:37][C:38]=6[CH3:39])[C:28]6[CH:29]=[CH:30][C:31]=2[N:32]=6)[CH:25]=[CH:24]5)[CH:20]=[CH:19]4)=[CH:14][CH:13]=3)=[CH:7][CH:6]=1, predict the reactants needed to synthesize it. The reactants are: C[O:2][C:3]([C:5]1[CH:10]=[CH:9][C:8]([C:11]2[C:12]3[NH:16][C:15]([C:17]([C:54]4[C:59]([CH3:60])=[CH:58][C:57]([CH3:61])=[CH:56][C:55]=4[CH3:62])=[C:18]4[N:53]=[C:21]([C:22]([C:43]5[CH:48]=[CH:47][C:46]([C:49](OC)=[O:50])=[CH:45][CH:44]=5)=[C:23]5[NH:42][C:26](=[C:27]([C:33]6[C:38]([CH3:39])=[CH:37][C:36]([CH3:40])=[CH:35][C:34]=6[CH3:41])[C:28]6[CH:29]=[CH:30][C:31]=2[N:32]=6)[CH:25]=[CH:24]5)[CH:20]=[CH:19]4)=[CH:14][CH:13]=3)=[CH:7][CH:6]=1)=O.[H-].[H-].[H-].[H-].[Li+].[Al+3]. (3) Given the product [CH:1]([O:5][C:6]([N:8]1[CH2:13][CH2:12][CH:11]([N:14]2[C:18]3=[N:19][CH:20]=[N:21][C:22]([O:23][C:24]4[CH:29]=[CH:28][C:27](=[O:30])[N:26]([CH3:31])[N:25]=4)=[C:17]3[CH:16]=[N:15]2)[CH2:10][CH2:9]1)=[O:7])([CH3:3])[CH3:2], predict the reactants needed to synthesize it. The reactants are: [C:1]([O:5][C:6]([N:8]1[CH2:13][CH2:12][CH:11]([N:14]2[C:18]3=[N:19][CH:20]=[N:21][C:22]([O:23][C:24]4[CH:29]=[CH:28][C:27](=[O:30])[N:26]([CH3:31])[N:25]=4)=[C:17]3[CH:16]=[N:15]2)[CH2:10][CH2:9]1)=[O:7])(C)([CH3:3])[CH3:2].FC(F)(F)C(O)=O.ClC(OC(C)C)=O.C(N(CC)CC)C.C(=O)([O-])[O-].[Na+].[Na+]. (4) The reactants are: [CH3:1][O:2][C:3]1[CH:10]=[C:9]([O:11][CH2:12][C:13]([CH2:54][O:55][CH2:56][CH2:57][CH2:58][CH2:59][CH2:60][CH2:61][CH2:62][CH2:63][CH2:64][CH2:65][CH2:66][CH2:67][CH2:68][CH2:69][CH2:70][CH2:71][CH2:72][CH3:73])([CH2:34][O:35][CH2:36][CH2:37][CH2:38][CH2:39][CH2:40][CH2:41][CH2:42][CH2:43][CH2:44][CH2:45][CH2:46][CH2:47][CH2:48][CH2:49][CH2:50][CH2:51][CH2:52][CH3:53])[CH2:14][O:15][CH2:16][CH2:17][CH2:18][CH2:19][CH2:20][CH2:21][CH2:22][CH2:23][CH2:24][CH2:25][CH2:26][CH2:27][CH2:28][CH2:29][CH2:30][CH2:31][CH2:32][CH3:33])[CH:8]=[CH:7][C:4]=1[CH:5]=O.Cl.[NH2:75][OH:76].C(N(CC)CC)C. Given the product [CH3:1][O:2][C:3]1[CH:10]=[C:9]([O:11][CH2:12][C:13]([CH2:54][O:55][CH2:56][CH2:57][CH2:58][CH2:59][CH2:60][CH2:61][CH2:62][CH2:63][CH2:64][CH2:65][CH2:66][CH2:67][CH2:68][CH2:69][CH2:70][CH2:71][CH2:72][CH3:73])([CH2:34][O:35][CH2:36][CH2:37][CH2:38][CH2:39][CH2:40][CH2:41][CH2:42][CH2:43][CH2:44][CH2:45][CH2:46][CH2:47][CH2:48][CH2:49][CH2:50][CH2:51][CH2:52][CH3:53])[CH2:14][O:15][CH2:16][CH2:17][CH2:18][CH2:19][CH2:20][CH2:21][CH2:22][CH2:23][CH2:24][CH2:25][CH2:26][CH2:27][CH2:28][CH2:29][CH2:30][CH2:31][CH2:32][CH3:33])[CH:8]=[CH:7][C:4]=1[CH:5]=[N:75][OH:76], predict the reactants needed to synthesize it. (5) Given the product [C:1]([N:4]1[CH:10]2[CH:8]([CH:9]2[CH2:11][O:12][CH2:24][C:25]2[CH:30]=[CH:29][CH:28]=[CH:27][CH:26]=2)[N:7]([CH2:13][C:14]2[CH:15]=[CH:16][C:17]([F:20])=[CH:18][CH:19]=2)[C:6](=[O:21])[CH2:5]1)(=[O:3])[CH3:2], predict the reactants needed to synthesize it. The reactants are: [C:1]([N:4]1[CH:10]2[CH:8]([CH:9]2[CH2:11][OH:12])[N:7]([CH2:13][C:14]2[CH:19]=[CH:18][C:17]([F:20])=[CH:16][CH:15]=2)[C:6](=[O:21])[CH2:5]1)(=[O:3])[CH3:2].[H-].[Na+].[CH2:24](Br)[C:25]1[CH:30]=[CH:29][CH:28]=[CH:27][CH:26]=1. (6) Given the product [NH:46]1[CH:47]=[C:40]([CH2:41][C@@H:3]2[O:4][CH2:5][CH2:6][NH:1][C:2]2=[O:7])[N:13]=[CH:44]1, predict the reactants needed to synthesize it. The reactants are: [NH:1]1[CH2:6][CH2:5][O:4][CH2:3][C:2]1=[O:7].[N+]([O-])([O-])=O.[Ce+4].[NH4+:13].[N+]([O-])([O-])=O.[N+]([O-])([O-])=O.[N+]([O-])([O-])=O.[N+]([O-])([O-])=O.C(=O)([O-])[O-].[K+].[K+].C(O[CH2:40][CH3:41])(=O)C.CO.[CH2:44]([NH:46][CH2:47]C)C.